From a dataset of Forward reaction prediction with 1.9M reactions from USPTO patents (1976-2016). Predict the product of the given reaction. (1) Given the reactants [CH3:1][O:2][C:3](=[O:12])[C:4]1[CH:9]=[CH:8][C:7]([Cl:10])=[C:6]([OH:11])[CH:5]=1.[CH3:13][O:14][C:15]1[CH:20]=[CH:19][C:18]([CH2:21][CH2:22]O)=[CH:17][CH:16]=1.C1(P(C2C=CC=CC=2)C2C=CC=CC=2)C=CC=CC=1.CCOC(/N=N/C(OCC)=O)=O, predict the reaction product. The product is: [CH3:1][O:2][C:3](=[O:12])[C:4]1[CH:9]=[CH:8][C:7]([Cl:10])=[C:6]([O:11][CH2:22][CH2:21][C:18]2[CH:19]=[CH:20][C:15]([O:14][CH3:13])=[CH:16][CH:17]=2)[CH:5]=1. (2) Given the reactants [C:1]([O:4][CH2:5][CH2:6][C:7]1[C:12]([F:13])=[CH:11][C:10]([Br:14])=[CH:9][C:8]=1[F:15])(=[O:3])[CH3:2].[Br:16]N1C(=O)CCC1=O.N(C(C)(C)C#N)=NC(C)(C)C#N, predict the reaction product. The product is: [C:1]([O:4][CH2:5][CH:6]([Br:16])[C:7]1[C:8]([F:15])=[CH:9][C:10]([Br:14])=[CH:11][C:12]=1[F:13])(=[O:3])[CH3:2]. (3) Given the reactants Br[C:2]1[S:3][C:4]2[C:10]([C:11]3[CH:16]=[CH:15][C:14]([Cl:17])=[CH:13][CH:12]=3)=[C:9]([C@H:18]([O:23][C:24]([CH3:27])([CH3:26])[CH3:25])[C:19]([O:21][CH3:22])=[O:20])[C:8]([CH3:28])=[CH:7][C:5]=2[N:6]=1.[Cl-].[Li+].[CH:31]([N:34]1[CH2:39][CH2:38][N:37]([C:40]2[CH:45]=[N:44][CH:43]=[C:42]([Sn](CCCC)(CCCC)CCCC)[N:41]=2)[CH2:36][CH2:35]1)([CH3:33])[CH3:32], predict the reaction product. The product is: [C:24]([O:23][C@@H:18]([C:9]1[C:8]([CH3:28])=[CH:7][C:5]2[N:6]=[C:2]([C:42]3[CH:43]=[N:44][CH:45]=[C:40]([N:37]4[CH2:38][CH2:39][N:34]([CH:31]([CH3:33])[CH3:32])[CH2:35][CH2:36]4)[N:41]=3)[S:3][C:4]=2[C:10]=1[C:11]1[CH:16]=[CH:15][C:14]([Cl:17])=[CH:13][CH:12]=1)[C:19]([O:21][CH3:22])=[O:20])([CH3:27])([CH3:26])[CH3:25]. (4) Given the reactants [C:1]([N:4]1[CH2:9][CH2:8][C:7]2[N:10]([CH:21]([CH3:27])[C:22](OCC)=[O:23])[N:11]=[C:12]([NH:13][C:14]3[CH:15]=[C:16]([CH3:20])[CH:17]=[CH:18][CH:19]=3)[C:6]=2[CH2:5]1)(=[O:3])[CH3:2].[BH4-].[Na+], predict the reaction product. The product is: [OH:23][CH2:22][CH:21]([N:10]1[C:7]2[CH2:8][CH2:9][N:4]([C:1](=[O:3])[CH3:2])[CH2:5][C:6]=2[C:12]([NH:13][C:14]2[CH:15]=[C:16]([CH3:20])[CH:17]=[CH:18][CH:19]=2)=[N:11]1)[CH3:27]. (5) Given the reactants N[CH2:2][CH2:3][N:4]1[C:12]([C:13]2[CH:18]=[CH:17][CH:16]=[CH:15][CH:14]=2)=[C:11]2[C:6]([N:7]([CH3:22])[C:8](=[O:21])[N:9]([CH3:20])[C:10]2=[O:19])=[CH:5]1.C(CN)[OH:24].C(Cl)Cl.O, predict the reaction product. The product is: [OH:24][CH2:2][CH2:3][N:4]1[C:12]([C:13]2[CH:18]=[CH:17][CH:16]=[CH:15][CH:14]=2)=[C:11]2[C:6]([N:7]([CH3:22])[C:8](=[O:21])[N:9]([CH3:20])[C:10]2=[O:19])=[CH:5]1. (6) Given the reactants [CH3:1][C:2]([C:21]1[CH:29]=[CH:28][C:27]([F:30])=[CH:26][C:22]=1[C:23]([NH2:25])=[O:24])([CH3:20])[CH2:3][C@:4]([O:12][Si](CC)(CC)CC)([C:8]([F:11])([F:10])[F:9])[CH2:5][C:6]#[CH:7].Cl, predict the reaction product. The product is: [F:30][C:27]1[CH:28]=[CH:29][C:21]([C:2]([CH3:20])([CH3:1])[CH2:3][C@:4]([OH:12])([C:8]([F:10])([F:11])[F:9])[CH2:5][C:6]#[CH:7])=[C:22]([CH:26]=1)[C:23]([NH2:25])=[O:24]. (7) The product is: [CH:1]1([S:4]([C:7]2[CH:12]=[CH:11][C:10]([CH:13]([C:14]3[NH:48][C:17]([C:19]4[N:24]=[CH:23][C:22]([CH:25]([C:26]([O:28][CH2:29][CH3:30])=[O:27])[C:31]([O:33][CH2:34][CH3:35])=[O:32])=[CH:21][CH:20]=4)=[CH:16][CH:15]=3)[CH2:37][CH:38]3[CH2:43][CH2:42][O:41][CH2:40][CH2:39]3)=[CH:9][CH:8]=2)(=[O:5])=[O:6])[CH2:3][CH2:2]1. Given the reactants [CH:1]1([S:4]([C:7]2[CH:12]=[CH:11][C:10]([CH:13]([CH2:37][CH:38]3[CH2:43][CH2:42][O:41][CH2:40][CH2:39]3)[C:14](=O)[CH2:15][CH2:16][C:17]([C:19]3[N:24]=[CH:23][C:22]([CH:25]([C:31]([O:33][CH2:34][CH3:35])=[O:32])[C:26]([O:28][CH2:29][CH3:30])=[O:27])=[CH:21][CH:20]=3)=O)=[CH:9][CH:8]=2)(=[O:6])=[O:5])[CH2:3][CH2:2]1.C([O-])(=O)C.[NH4+:48], predict the reaction product. (8) Given the reactants [C:1]([C:3]1[C:4]([O:17][CH3:18])=[C:5]([CH2:15]O)[C:6]2[C:11]([C:12]=1[O:13][CH3:14])=[CH:10][CH:9]=[CH:8][CH:7]=2)#[N:2].[Na+].[I-:20], predict the reaction product. The product is: [C:1]([C:3]1[C:4]([O:17][CH3:18])=[C:5]([CH2:15][I:20])[C:6]2[C:11]([C:12]=1[O:13][CH3:14])=[CH:10][CH:9]=[CH:8][CH:7]=2)#[N:2]. (9) Given the reactants [Cl:1][C:2]1[CH:3]=[C:4]([CH:9]([CH2:18][CH:19]2[CH2:23][CH2:22][C:21](=O)[CH2:20]2)[C:10]([NH:12][C:13]2[S:14][CH:15]=[CH:16][N:17]=2)=[O:11])[CH:5]=[CH:6][C:7]=1[Cl:8].Cl.[NH2:26][OH:27], predict the reaction product. The product is: [Cl:1][C:2]1[CH:3]=[C:4]([CH:9]([CH2:18][CH:19]2[CH2:23][CH2:22][C:21](=[N:26][OH:27])[CH2:20]2)[C:10]([NH:12][C:13]2[S:14][CH:15]=[CH:16][N:17]=2)=[O:11])[CH:5]=[CH:6][C:7]=1[Cl:8]. (10) Given the reactants C([C:3]1[CH:12]=[CH:11][C:10]2[C:5](=[CH:6][CH:7]=[CH:8][CH:9]=2)[N:4]=1)=O.C1(P(=CC=O)(C2C=CC=CC=2)C2C=CC=CC=2)C=CC=CC=1.O, predict the reaction product. The product is: [N:4]1[C:5]2[C:10](=[CH:9][CH:8]=[CH:7][CH:6]=2)[CH:11]=[CH:12][CH:3]=1.